Dataset: Forward reaction prediction with 1.9M reactions from USPTO patents (1976-2016). Task: Predict the product of the given reaction. (1) Given the reactants [CH2:1]([O:8][C:9]1[CH:10]=[CH:11][C:12]([C@@H:20]([O:42][Si](C(C)(C)C)(C)C)[CH2:21][NH:22][CH2:23][C:24]2([CH3:41])[CH2:29][CH2:28][N:27]([CH2:30][CH2:31][O:32][CH2:33][CH2:34][C:35]3[CH:40]=[CH:39][CH:38]=[CH:37][CH:36]=3)[CH2:26][CH2:25]2)=[C:13]2[C:18]=1[NH:17][C:16](=[O:19])[CH:15]=[CH:14]2)[C:2]1[CH:7]=[CH:6][CH:5]=[CH:4][CH:3]=1.F.F.F.C(N(CC)CC)C, predict the reaction product. The product is: [CH2:1]([O:8][C:9]1[CH:10]=[CH:11][C:12]([C@@H:20]([OH:42])[CH2:21][NH:22][CH2:23][C:24]2([CH3:41])[CH2:29][CH2:28][N:27]([CH2:30][CH2:31][O:32][CH2:33][CH2:34][C:35]3[CH:40]=[CH:39][CH:38]=[CH:37][CH:36]=3)[CH2:26][CH2:25]2)=[C:13]2[C:18]=1[NH:17][C:16](=[O:19])[CH:15]=[CH:14]2)[C:2]1[CH:3]=[CH:4][CH:5]=[CH:6][CH:7]=1. (2) The product is: [CH3:34][O:33][CH2:32][CH2:31][CH2:30][CH2:29][N:28]1[C:27]2[CH:35]=[CH:36][CH:37]=[CH:38][C:26]=2[N:25]=[C:24]1[C:22]([N:17]([CH2:18][CH:19]([CH3:20])[CH3:21])[C@H:15]1[CH2:16][C@@H:11]([C:9]2[NH:2][C:4](=[O:7])[O:6][N:10]=2)[CH2:12][N:13]([C:39]([O:41][C:42]([CH3:43])([CH3:45])[CH3:44])=[O:40])[CH2:14]1)=[O:23]. Given the reactants Cl.[NH2:2]O.[C:4](=[O:7])([O-:6])O.[Na+].[C:9]([C@@H:11]1[CH2:16][C@H:15]([N:17]([C:22]([C:24]2[N:28]([CH2:29][CH2:30][CH2:31][CH2:32][O:33][CH3:34])[C:27]3[CH:35]=[CH:36][CH:37]=[CH:38][C:26]=3[N:25]=2)=[O:23])[CH2:18][CH:19]([CH3:21])[CH3:20])[CH2:14][N:13]([C:39]([O:41][C:42]([CH3:45])([CH3:44])[CH3:43])=[O:40])[CH2:12]1)#[N:10], predict the reaction product. (3) The product is: [CH:24]1([C:8]2[CH:9]=[C:10]([C:14]3[N:23]=[C:17]4[CH:18]=[CH:19][C:20]([CH3:22])=[CH:21][N:16]4[N:15]=3)[CH:11]=[N:12][CH:13]=2)[CH2:26][CH2:25]1. Given the reactants C(=O)([O-])[O-].[Cs+].[Cs+].Br[C:8]1[CH:9]=[C:10]([C:14]2[N:23]=[C:17]3[CH:18]=[CH:19][C:20]([CH3:22])=[CH:21][N:16]3[N:15]=2)[CH:11]=[N:12][CH:13]=1.[CH:24]1(B(O)O)[CH2:26][CH2:25]1.C(Cl)Cl, predict the reaction product. (4) The product is: [F:20][C:3]1[CH:4]=[C:5]([N:9]2[CH2:13][CH:12]([CH2:14][NH:15][C:16](=[O:18])[CH3:17])[O:11][C:10]2=[O:19])[CH:6]=[C:7]([F:8])[C:2]=1[N:1]1[CH:26]=[CH:25][C:24](=[O:33])[CH2:23][CH2:22]1. Given the reactants [NH2:1][C:2]1[C:7]([F:8])=[CH:6][C:5]([N:9]2[CH2:13][CH:12]([CH2:14][NH:15][C:16](=[O:18])[CH3:17])[O:11][C:10]2=[O:19])=[CH:4][C:3]=1[F:20].O[CH2:22][C:23]1C2N=NNC=2[CH:26]=[CH:25][CH:24]=1.C[O:33]/C=C/C(O[Si](C)(C)C)=C.O([Si](C)(C)C)S(C(F)(F)F)(=O)=O.C([O-])(O)=O.[Na+], predict the reaction product.